This data is from Retrosynthesis with 50K atom-mapped reactions and 10 reaction types from USPTO. The task is: Predict the reactants needed to synthesize the given product. (1) Given the product CSc1nc(N)c([N+](=O)[O-])c(N2CCS(=O)CC2)n1, predict the reactants needed to synthesize it. The reactants are: CSc1nc(N)c([N+](=O)[O-])c(Cl)n1.O=S1CCNCC1. (2) Given the product Cc1cc(C(=O)CC(c2ccc(Br)cc2)c2ccc(F)cc2C)ccn1, predict the reactants needed to synthesize it. The reactants are: CON(C)C(=O)CC(c1ccc(Br)cc1)c1ccc(F)cc1C.Cc1cc(Br)ccn1. (3) The reactants are: C[SiH](C)OC[C@]12CC[C@H]3[C@@H](CC=C4NC(=O)CC[C@@]43C)[C@@H]1CC[C@@H]2C(C)(C)C.O=C(Cl)c1ccccc1. Given the product C[SiH](C)OC[C@]12CC[C@H]3[C@@H](CC=C4N(C(=O)c5ccccc5)C(=O)CC[C@@]43C)[C@@H]1CC[C@@H]2C(C)(C)C, predict the reactants needed to synthesize it. (4) Given the product Cn1cc(C2=C(c3cn(CCCS(C)=O)c4ccccc34)C(=O)NC2=O)c2ccccc21, predict the reactants needed to synthesize it. The reactants are: CSCCCn1cc(C2=C(c3cn(C)c4ccccc34)C(=O)NC2=O)c2ccccc21.O=C(OO)c1cccc(Cl)c1. (5) Given the product CN1CCc2sccc2C(Oc2ccccc2Br)C1, predict the reactants needed to synthesize it. The reactants are: CN1CCc2sccc2C(O)C1.Fc1ccccc1Br. (6) Given the product NCCCCCCNc1ccccc1, predict the reactants needed to synthesize it. The reactants are: O=C1c2ccccc2C(=O)N1CCCCCCNc1ccccc1. (7) The reactants are: COC(=O)c1ccc([N+](=O)[O-])c(C(=O)O)c1.Nc1ccc(Cl)cc1. Given the product COC(=O)c1ccc([N+](=O)[O-])c(C(=O)Nc2ccc(Cl)cc2)c1, predict the reactants needed to synthesize it. (8) Given the product COc1cc(OCCCl)c2c(Nc3cc(CC(=O)Nc4cccc(F)c4F)[nH]n3)ncnc2c1, predict the reactants needed to synthesize it. The reactants are: COc1cc(O)c2c(Nc3cc(CC(=O)Nc4cccc(F)c4F)[nH]n3)ncnc2c1.OCCCl.